This data is from Forward reaction prediction with 1.9M reactions from USPTO patents (1976-2016). The task is: Predict the product of the given reaction. (1) Given the reactants [Br:1][C:2]1[CH:3]=[C:4]([CH3:10])[C:5]([CH2:8][OH:9])=[N:6][CH:7]=1.C(N(CC)CC)C.[C:18]([Si:22](Cl)([CH3:24])[CH3:23])([CH3:21])([CH3:20])[CH3:19], predict the reaction product. The product is: [Br:1][C:2]1[CH:3]=[C:4]([CH3:10])[C:5]([CH2:8][O:9][Si:22]([C:18]([CH3:21])([CH3:20])[CH3:19])([CH3:24])[CH3:23])=[N:6][CH:7]=1. (2) The product is: [CH3:18][N:9]1[C:10]2[C:6](=[CH:5][C:4]([N+:1]([O-:3])=[O:2])=[CH:12][CH:11]=2)[CH:7]=[C:8]1[C:13]([O:15][CH2:16][CH3:17])=[O:14]. Given the reactants [N+:1]([C:4]1[CH:5]=[C:6]2[C:10](=[CH:11][CH:12]=1)[NH:9][C:8]([C:13]([O:15][CH2:16][CH3:17])=[O:14])=[CH:7]2)([O-:3])=[O:2].[C:18](=O)([O-])[O-].[K+].[K+].CI.C(#N)C, predict the reaction product. (3) The product is: [OH:1][C:2]([CH3:23])([CH3:22])[CH2:3][C@@:4]1([C:16]2[CH:21]=[CH:20][CH:19]=[CH:18][CH:17]=2)[O:9][C:8](=[O:10])[N:7]([C@H:11]2[CH2:15][CH2:14][N:13]([C:25]3[N:30]=[CH:29][C:28]([O:31][CH3:32])=[CH:27][N:26]=3)[CH2:12]2)[CH2:6][CH2:5]1. Given the reactants [OH:1][C:2]([CH3:23])([CH3:22])[CH2:3][C@@:4]1([C:16]2[CH:21]=[CH:20][CH:19]=[CH:18][CH:17]=2)[O:9][C:8](=[O:10])[N:7]([C@H:11]2[CH2:15][CH2:14][NH:13][CH2:12]2)[CH2:6][CH2:5]1.Cl[C:25]1[N:30]=[CH:29][C:28]([O:31][CH3:32])=[CH:27][N:26]=1, predict the reaction product. (4) Given the reactants Cl[C:2]1[N:7]=[CH:6][C:5]([CH:8]([CH3:10])[CH3:9])=[CH:4][N:3]=1.[F:11][C:12]1([F:58])[CH2:17][CH2:16][CH:15]([C:18]2[C:27]3[CH:26]([O:28]CC4C=CC(OC)=CC=4)[CH2:25][C:24]([CH3:39])([CH3:38])[CH2:23][C:22]=3[N:21]=[C:20]([CH:40]3[CH2:45][CH2:44][NH:43][CH2:42][CH2:41]3)[C:19]=2[CH:46]([F:57])[C:47]2[CH:52]=[CH:51][C:50]([C:53]([F:56])([F:55])[F:54])=[CH:49][CH:48]=2)[CH2:14][CH2:13]1, predict the reaction product. The product is: [F:58][C:12]1([F:11])[CH2:17][CH2:16][CH:15]([C:18]2[C:27]3[CH:26]([OH:28])[CH2:25][C:24]([CH3:38])([CH3:39])[CH2:23][C:22]=3[N:21]=[C:20]([CH:40]3[CH2:45][CH2:44][N:43]([C:2]4[N:7]=[CH:6][C:5]([CH:8]([CH3:10])[CH3:9])=[CH:4][N:3]=4)[CH2:42][CH2:41]3)[C:19]=2[CH:46]([F:57])[C:47]2[CH:52]=[CH:51][C:50]([C:53]([F:55])([F:56])[F:54])=[CH:49][CH:48]=2)[CH2:14][CH2:13]1.